From a dataset of Acute oral toxicity (LD50) regression data from Zhu et al.. Regression/Classification. Given a drug SMILES string, predict its toxicity properties. Task type varies by dataset: regression for continuous values (e.g., LD50, hERG inhibition percentage) or binary classification for toxic/non-toxic outcomes (e.g., AMES mutagenicity, cardiotoxicity, hepatotoxicity). Dataset: ld50_zhu. The compound is CC1(C)Oc2ccc(S(=O)(=O)c3ccccc3)cc2C(N2CCCC2=O)C1O. The rat oral LD50 is 2.30, given as -log10 of the dose in mol/kg body weight (higher means more acutely toxic).